From a dataset of Forward reaction prediction with 1.9M reactions from USPTO patents (1976-2016). Predict the product of the given reaction. (1) The product is: [CH3:28][C@@H:19]([N:12]1[C:13]2[N:14]=[CH:15][N:16]=[CH:17][C:18]=2[C:10]([C:8]([C:4]2[CH:3]=[C:2]([NH:1][C:38](=[O:39])[CH2:37][N:35]3[CH:36]=[C:32]([CH:29]([CH3:30])[CH3:31])[N:33]=[N:34]3)[CH:7]=[N:6][CH:5]=2)=[O:9])=[CH:11]1)[CH2:20][O:21][CH:22]1[CH2:27][CH2:26][CH2:25][CH2:24][O:23]1. Given the reactants [NH2:1][C:2]1[CH:3]=[C:4]([C:8]([C:10]2[C:18]3[CH:17]=[N:16][CH:15]=[N:14][C:13]=3[N:12]([C@H:19]([CH3:28])[CH2:20][O:21][CH:22]3[CH2:27][CH2:26][CH2:25][CH2:24][O:23]3)[CH:11]=2)=[O:9])[CH:5]=[N:6][CH:7]=1.[CH:29]([C:32]1[N:33]=[N:34][N:35]([CH2:37][C:38](O)=[O:39])[CH:36]=1)([CH3:31])[CH3:30].CCN(C(C)C)C(C)C, predict the reaction product. (2) Given the reactants [Br:1][C:2]1[CH:7]=[CH:6][CH:5]=[CH:4][C:3]=1[NH:8][C:9](=[O:23])[NH:10][C:11]1[CH:16]=[CH:15][C:14]([CH2:17][C:18]([OH:20])=O)=[CH:13][C:12]=1[O:21][CH3:22].[CH3:24][O:25][C@@H:26]1[CH2:30][NH:29][C@H:28]([CH2:31][O:32][C:33]2[CH:42]=[CH:41][C:36]([C:37]([O:39][CH3:40])=[O:38])=[CH:35][CH:34]=2)[CH2:27]1.CCN=C=NCCCN(C)C.Cl.C1C=CC2N(O)N=NC=2C=1.CCN(CC)CC, predict the reaction product. The product is: [Br:1][C:2]1[CH:7]=[CH:6][CH:5]=[CH:4][C:3]=1[NH:8][C:9](=[O:23])[NH:10][C:11]1[CH:16]=[CH:15][C:14]([CH2:17][C:18]([N:29]2[CH2:30][C@@H:26]([O:25][CH3:24])[CH2:27][C@H:28]2[CH2:31][O:32][C:33]2[CH:42]=[CH:41][C:36]([C:37]([O:39][CH3:40])=[O:38])=[CH:35][CH:34]=2)=[O:20])=[CH:13][C:12]=1[O:21][CH3:22]. (3) Given the reactants O=[C:2]1[N:6]=[C:5]([C:7]2[CH:12]=[CH:11][CH:10]=[CH:9][CH:8]=2)[CH:4]([CH2:13][CH2:14][C:15]([O:17][CH3:18])=[O:16])[O:3]1.O(Cl)[Cl:20], predict the reaction product. The product is: [Cl:20][C:2]1[O:3][C:4]([CH2:13][CH2:14][C:15]([O:17][CH3:18])=[O:16])=[C:5]([C:7]2[CH:12]=[CH:11][CH:10]=[CH:9][CH:8]=2)[N:6]=1. (4) Given the reactants [N:1]1[C:6]2[NH:7][CH:8]=[CH:9][C:5]=2[C:4]([OH:10])=[N:3][CH:2]=1.[CH2:11]([O:18][C:19](=[O:31])[NH:20][C:21]1[CH:26]=[CH:25][C:24]([F:27])=[C:23]([CH:28]=[O:29])[C:22]=1[F:30])C1C=CC=CC=1.[OH-].[K+].CO, predict the reaction product. The product is: [CH3:11][O:18][C:19](=[O:31])[NH:20][C:21]1[CH:26]=[CH:25][C:24]([F:27])=[C:23]([CH:28]([OH:29])[C:9]2[C:5]3[C:4]([OH:10])=[N:3][CH:2]=[N:1][C:6]=3[NH:7][CH:8]=2)[C:22]=1[F:30]. (5) Given the reactants [CH2:1]([O:3][C:4]([C:6]1[CH:7]=[C:8]2[C:12](=[CH:13][CH:14]=1)[NH:11][C:10]([C:15]([O:17]CC1C=CC=CC=1)=[O:16])=[CH:9]2)=[O:5])[CH3:2], predict the reaction product. The product is: [CH2:1]([O:3][C:4]([C:6]1[CH:7]=[C:8]2[C:12](=[CH:13][CH:14]=1)[NH:11][C:10]([C:15]([OH:17])=[O:16])=[CH:9]2)=[O:5])[CH3:2].